From a dataset of Full USPTO retrosynthesis dataset with 1.9M reactions from patents (1976-2016). Predict the reactants needed to synthesize the given product. (1) Given the product [C:6]([CH:14]([CH:20]([CH:1]1[CH2:3][CH2:2]1)[CH3:21])[C:15]([O:17][CH2:18][CH3:19])=[O:16])(=[O:13])[C:7]1[CH:12]=[CH:11][CH:10]=[CH:9][CH:8]=1, predict the reactants needed to synthesize it. The reactants are: [CH:1]1([Mg]Br)[CH2:3][CH2:2]1.[C:6]([C:14](=[CH:20][CH3:21])[C:15]([O:17][CH2:18][CH3:19])=[O:16])(=[O:13])[C:7]1[CH:12]=[CH:11][CH:10]=[CH:9][CH:8]=1. (2) The reactants are: BrN1C(=[O:7])CCC1=O.[BrH:9].[C:10]([CH:18]([CH2:24][C:25](Br)=[CH2:26])[C:19]([O:21][CH2:22][CH3:23])=[O:20])(=[O:17])[C:11]1[CH:16]=[CH:15][CH:14]=[CH:13][CH:12]=1.S([O-])([O-])(=O)=S.[Na+].[Na+]. Given the product [C:10]([C:18](=[CH:24][C:25](=[O:7])[CH2:26][Br:9])[C:19]([O:21][CH2:22][CH3:23])=[O:20])(=[O:17])[C:11]1[CH:16]=[CH:15][CH:14]=[CH:13][CH:12]=1, predict the reactants needed to synthesize it. (3) Given the product [CH:1]1([C:5]([F:17])([F:18])[C:6]2[CH:16]=[CH:15][C:9]([CH2:10][OH:11])=[CH:8][CH:7]=2)[CH2:2][CH2:3][CH2:4]1, predict the reactants needed to synthesize it. The reactants are: [CH:1]1([C:5]([F:18])([F:17])[C:6]2[CH:16]=[CH:15][C:9]([C:10](OCC)=[O:11])=[CH:8][CH:7]=2)[CH2:4][CH2:3][CH2:2]1.CO.[BH4-].[Li+].O. (4) Given the product [CH2:14]([CH:21]1[CH2:22][CH2:23][C:19](=[O:24])[CH2:20]1)[CH2:15][CH2:16][CH3:17], predict the reactants needed to synthesize it. The reactants are: C(P(CCCC)CCCC)CCC.[CH2:14]([Li])[CH2:15][CH2:16][CH3:17].[C:19]1(=[O:24])[CH2:23][CH2:22][CH:21]=[CH:20]1.[Cl-].[NH4+]. (5) Given the product [NH2:11][C:10]1[C:9]([C:3]2[CH:4]=[CH:5][C:6]([Cl:8])=[CH:7][C:2]=2[Cl:1])=[N:12][S:33][C:32]=1[C:31]([O:35][CH2:36][CH3:37])=[O:34], predict the reactants needed to synthesize it. The reactants are: [Cl:1][C:2]1[CH:7]=[C:6]([Cl:8])[CH:5]=[CH:4][C:3]=1[C:9](=[N:12]OS(C1C=CC(C)=CC=1)(=O)=O)[C:10]#[N:11].C(N(CC)CC)C.[C:31]([O:35][CH2:36][CH3:37])(=[O:34])[CH2:32][SH:33].